Dataset: Peptide-MHC class I binding affinity with 185,985 pairs from IEDB/IMGT. Task: Regression. Given a peptide amino acid sequence and an MHC pseudo amino acid sequence, predict their binding affinity value. This is MHC class I binding data. The peptide sequence is YLGTALMGA. The MHC is HLA-A02:19 with pseudo-sequence HLA-A02:19. The binding affinity (normalized) is 1.00.